Task: Predict the product of the given reaction.. Dataset: Forward reaction prediction with 1.9M reactions from USPTO patents (1976-2016) (1) Given the reactants [N:1]1([C:7]2C=CC(NC(C3C(C4C=CC(C(F)(F)F)=CC=4)=CC=CC=3)=O)=CC=2)[CH2:6][CH2:5][NH:4][CH2:3][CH2:2]1.[C:32]([O-:35])([O-])=[O:33].[Na+].[Na+].BrC(C1C=CC=CC=1)C(OC)=O, predict the reaction product. The product is: [N:1]1([CH2:7][C:32]([OH:35])=[O:33])[CH2:6][CH2:5][NH:4][CH2:3][CH2:2]1. (2) Given the reactants F[C:2]1[CH:7]=[CH:6][C:5]([F:8])=[CH:4][C:3]=1[F:9].[NH2:10][C:11]1[CH:15]=[CH:14][N:13]([CH3:16])[N:12]=1.Cl[C:18]1[C:27]2[C:22](=[CH:23][CH:24]=[C:25]([OH:28])[CH:26]=2)[N:21]=[CH:20][N:19]=1, predict the reaction product. The product is: [F:9][C:3]1[CH:4]=[C:5]([F:8])[CH:6]=[CH:7][C:2]=1[O:28][C:25]1[CH:26]=[C:27]2[C:22](=[CH:23][CH:24]=1)[N:21]=[CH:20][N:19]=[C:18]2[NH:10][C:11]1[CH:15]=[CH:14][N:13]([CH3:16])[N:12]=1. (3) Given the reactants [CH:1]1([C:4]2[NH:15][C:7]3=[N:8][CH:9]=[CH:10][C:11](B(O)O)=[C:6]3[CH:5]=2)[CH2:3][CH2:2]1.Br[C:17]1[CH:22]=[CH:21][C:20]([S:23]([NH:26][CH:27]([CH3:32])[C:28]([OH:31])([CH3:30])[CH3:29])(=[O:25])=[O:24])=[CH:19][CH:18]=1.P([O-])([O-])([O-])=O.[K+].[K+].[K+].O1CCOCC1, predict the reaction product. The product is: [CH:1]1([C:4]2[NH:15][C:7]3=[N:8][CH:9]=[CH:10][C:11]([C:17]4[CH:22]=[CH:21][C:20]([S:23]([NH:26][CH:27]([CH3:32])[C:28]([OH:31])([CH3:29])[CH3:30])(=[O:25])=[O:24])=[CH:19][CH:18]=4)=[C:6]3[CH:5]=2)[CH2:3][CH2:2]1. (4) Given the reactants [F:1][C:2]([F:32])([F:31])[C:3]1[CH:4]=[C:5]([CH:28]=[CH:29][CH:30]=1)[CH2:6][NH:7][C:8](=[O:27])[C:9]1[CH:14]=[CH:13][N:12]=[C:11]([C:15]2[CH:20]=[C:19]([S:21][CH2:22][CH3:23])[CH:18]=[CH:17][C:16]=2[N+:24]([O-])=O)[CH:10]=1, predict the reaction product. The product is: [F:32][C:2]([F:1])([F:31])[C:3]1[CH:4]=[C:5]([CH:28]=[CH:29][CH:30]=1)[CH2:6][NH:7][C:8](=[O:27])[C:9]1[CH:14]=[CH:13][N:12]=[C:11]([C:15]2[CH:20]=[C:19]([S:21][CH2:22][CH3:23])[CH:18]=[CH:17][C:16]=2[NH2:24])[CH:10]=1.